Dataset: NCI-60 drug combinations with 297,098 pairs across 59 cell lines. Task: Regression. Given two drug SMILES strings and cell line genomic features, predict the synergy score measuring deviation from expected non-interaction effect. (1) Cell line: HCT-15. Drug 2: CC(C)CN1C=NC2=C1C3=CC=CC=C3N=C2N. Drug 1: C1CCC(CC1)NC(=O)N(CCCl)N=O. Synergy scores: CSS=24.1, Synergy_ZIP=-2.17, Synergy_Bliss=5.86, Synergy_Loewe=4.98, Synergy_HSA=4.81. (2) Drug 2: C1CN(CCN1C(=O)CCBr)C(=O)CCBr. Cell line: 786-0. Synergy scores: CSS=11.3, Synergy_ZIP=-5.91, Synergy_Bliss=0.533, Synergy_Loewe=-0.0805, Synergy_HSA=-0.170. Drug 1: CC1=C(C=C(C=C1)C(=O)NC2=CC(=CC(=C2)C(F)(F)F)N3C=C(N=C3)C)NC4=NC=CC(=N4)C5=CN=CC=C5. (3) Drug 1: CCN(CC)CCNC(=O)C1=C(NC(=C1C)C=C2C3=C(C=CC(=C3)F)NC2=O)C. Drug 2: CC1=C(C(=O)C2=C(C1=O)N3CC4C(C3(C2COC(=O)N)OC)N4)N. Cell line: HOP-62. Synergy scores: CSS=46.7, Synergy_ZIP=0.469, Synergy_Bliss=-0.653, Synergy_Loewe=-15.2, Synergy_HSA=2.11. (4) Drug 1: C1C(C(OC1N2C=C(C(=O)NC2=O)F)CO)O. Drug 2: C1=CC=C(C(=C1)C(C2=CC=C(C=C2)Cl)C(Cl)Cl)Cl. Cell line: A549. Synergy scores: CSS=28.5, Synergy_ZIP=-0.633, Synergy_Bliss=-2.49, Synergy_Loewe=-44.4, Synergy_HSA=-3.57. (5) Drug 1: CC1OCC2C(O1)C(C(C(O2)OC3C4COC(=O)C4C(C5=CC6=C(C=C35)OCO6)C7=CC(=C(C(=C7)OC)O)OC)O)O. Drug 2: C1C(C(OC1N2C=NC3=C(N=C(N=C32)Cl)N)CO)O. Cell line: SW-620. Synergy scores: CSS=34.5, Synergy_ZIP=-4.67, Synergy_Bliss=-2.84, Synergy_Loewe=-1.69, Synergy_HSA=-0.463.